Dataset: Full USPTO retrosynthesis dataset with 1.9M reactions from patents (1976-2016). Task: Predict the reactants needed to synthesize the given product. Given the product [CH3:8][O:9][CH:10]=[CH:36][C:35]1[CH:38]=[CH:39][C:32]([C:31]([F:41])([F:40])[F:30])=[CH:33][CH:34]=1, predict the reactants needed to synthesize it. The reactants are: CC(C)([O-])C.[K+].[Cl-].[CH3:8][O:9][CH2:10][P+](C1C=CC=CC=1)(C1C=CC=CC=1)C1C=CC=CC=1.[F:30][C:31]([F:41])([F:40])[C:32]1[CH:39]=[CH:38][C:35]([CH:36]=O)=[CH:34][CH:33]=1.O.